From a dataset of NCI-60 drug combinations with 297,098 pairs across 59 cell lines. Regression. Given two drug SMILES strings and cell line genomic features, predict the synergy score measuring deviation from expected non-interaction effect. (1) Drug 1: CC12CCC3C(C1CCC2O)C(CC4=C3C=CC(=C4)O)CCCCCCCCCS(=O)CCCC(C(F)(F)F)(F)F. Drug 2: CNC(=O)C1=NC=CC(=C1)OC2=CC=C(C=C2)NC(=O)NC3=CC(=C(C=C3)Cl)C(F)(F)F. Cell line: MALME-3M. Synergy scores: CSS=1.15, Synergy_ZIP=-0.365, Synergy_Bliss=0.824, Synergy_Loewe=-0.558, Synergy_HSA=-0.479. (2) Drug 1: CS(=O)(=O)C1=CC(=C(C=C1)C(=O)NC2=CC(=C(C=C2)Cl)C3=CC=CC=N3)Cl. Drug 2: CC1=CC2C(CCC3(C2CCC3(C(=O)C)OC(=O)C)C)C4(C1=CC(=O)CC4)C. Cell line: MCF7. Synergy scores: CSS=-6.73, Synergy_ZIP=1.63, Synergy_Bliss=3.20, Synergy_Loewe=-10.1, Synergy_HSA=-7.44. (3) Cell line: A549. Drug 2: CN1C2=C(C=C(C=C2)N(CCCl)CCCl)N=C1CCCC(=O)O.Cl. Drug 1: CC1=C(C=C(C=C1)NC2=NC=CC(=N2)N(C)C3=CC4=NN(C(=C4C=C3)C)C)S(=O)(=O)N.Cl. Synergy scores: CSS=-2.84, Synergy_ZIP=0.0303, Synergy_Bliss=-1.68, Synergy_Loewe=-3.94, Synergy_HSA=-3.27.